From a dataset of Forward reaction prediction with 1.9M reactions from USPTO patents (1976-2016). Predict the product of the given reaction. (1) Given the reactants C(=O)([O-])[O-].[Cs+].[Cs+].[CH3:7][C:8]1([CH3:45])[CH2:13][N:12]([C:14]2[CH:19]=[CH:18][CH:17]=[CH:16][C:15]=2[CH3:20])[C:11](=[O:21])[CH2:10][N:9]1[CH2:22][C@H:23]([NH:32]S(C1C=CC=CC=1[N+]([O-])=O)(=O)=O)[C@@H:24]1[CH2:28][C@@H:27]([CH2:29][CH3:30])[C:26](=[O:31])[O:25]1.C1(S)C=CC=CC=1.C(=O)(O)[O-].[Na+].[C:58](OC(OC(C)(C)C)=O)([O:60][C:61]([CH3:64])([CH3:63])[CH3:62])=[O:59].N[C@H]([C@@H]1C[C@@H](CC)C(=O)O1)CN1C(C)(C)CN(C2C=CC=CC=2C)C(=O)C1, predict the reaction product. The product is: [C:61]([O:60][C:58](=[O:59])[NH:32][C@H:23]([C@@H:24]1[CH2:28][C@@H:27]([CH2:29][CH3:30])[C:26](=[O:31])[O:25]1)[CH2:22][N:9]1[CH2:10][C:11](=[O:21])[N:12]([C:14]2[CH:19]=[CH:18][CH:17]=[CH:16][C:15]=2[CH3:20])[CH2:13][C:8]1([CH3:45])[CH3:7])([CH3:64])([CH3:63])[CH3:62]. (2) The product is: [CH2:1]([NH:8][C:9](=[O:41])[CH2:10][CH2:11][N:12]1[CH2:17][CH2:16][CH:15]([NH:18][CH2:19][C@H:20]([OH:33])[C:21]2[CH:30]=[CH:29][C:28]([OH:31])=[C:27]3[C:22]=2[CH:23]=[CH:24][C:25](=[O:32])[NH:26]3)[CH2:14][CH2:13]1)[C:2]1[CH:7]=[CH:6][CH:5]=[CH:4][CH:3]=1. Given the reactants [CH2:1]([NH:8][C:9](=[O:41])[CH2:10][CH2:11][N:12]1[CH2:17][CH2:16][CH:15]([NH:18][CH2:19][C@H:20]([O:33][Si](C(C)(C)C)(C)C)[C:21]2[CH:30]=[CH:29][C:28]([OH:31])=[C:27]3[C:22]=2[CH:23]=[CH:24][C:25](=[O:32])[NH:26]3)[CH2:14][CH2:13]1)[C:2]1[CH:7]=[CH:6][CH:5]=[CH:4][CH:3]=1.F.F.F.C(N(CC)CC)C, predict the reaction product. (3) Given the reactants [CH2:1]([O:5][CH2:6][CH2:7][O:8][C:9]1[CH:14]=[CH:13][C:12]([C:15]2[CH:16]=[CH:17][C:18]3[N:24]([CH2:25][CH:26]([CH3:28])[CH3:27])[CH2:23][CH2:22][C:21]([C:29]([NH:31][C:32]4[CH:37]=[CH:36][C:35]([S:38][CH2:39][CH2:40][N:41]5[CH:45]=[N:44][N:43]=[CH:42]5)=[CH:34][CH:33]=4)=[O:30])=[CH:20][C:19]=3[CH:46]=2)=[CH:11][CH:10]=1)[CH2:2][CH2:3][CH3:4].ClC1C=CC=C(C(OO)=[O:55])C=1.S([O-])([O-])(=O)=S.[Na+].[Na+], predict the reaction product. The product is: [CH2:1]([O:5][CH2:6][CH2:7][O:8][C:9]1[CH:14]=[CH:13][C:12]([C:15]2[CH:16]=[CH:17][C:18]3[N:24]([CH2:25][CH:26]([CH3:27])[CH3:28])[CH2:23][CH2:22][C:21]([C:29]([NH:31][C:32]4[CH:33]=[CH:34][C:35]([S:38]([CH2:39][CH2:40][N:41]5[CH:42]=[N:43][N:44]=[CH:45]5)=[O:55])=[CH:36][CH:37]=4)=[O:30])=[CH:20][C:19]=3[CH:46]=2)=[CH:11][CH:10]=1)[CH2:2][CH2:3][CH3:4].